From a dataset of NCI-60 drug combinations with 297,098 pairs across 59 cell lines. Regression. Given two drug SMILES strings and cell line genomic features, predict the synergy score measuring deviation from expected non-interaction effect. (1) Drug 1: C1CCC(C1)C(CC#N)N2C=C(C=N2)C3=C4C=CNC4=NC=N3. Drug 2: C1=NC2=C(N=C(N=C2N1C3C(C(C(O3)CO)O)F)Cl)N. Cell line: HCC-2998. Synergy scores: CSS=19.7, Synergy_ZIP=-1.75, Synergy_Bliss=-9.24, Synergy_Loewe=-33.0, Synergy_HSA=-11.7. (2) Drug 1: C1=NC2=C(N1)C(=S)N=C(N2)N. Drug 2: C1C(C(OC1N2C=NC3=C(N=C(N=C32)Cl)N)CO)O. Cell line: SK-MEL-5. Synergy scores: CSS=22.4, Synergy_ZIP=-3.89, Synergy_Bliss=-2.10, Synergy_Loewe=-4.91, Synergy_HSA=-3.79. (3) Drug 1: C1=CC(=CC=C1C#N)C(C2=CC=C(C=C2)C#N)N3C=NC=N3. Drug 2: CC1=C(N=C(N=C1N)C(CC(=O)N)NCC(C(=O)N)N)C(=O)NC(C(C2=CN=CN2)OC3C(C(C(C(O3)CO)O)O)OC4C(C(C(C(O4)CO)O)OC(=O)N)O)C(=O)NC(C)C(C(C)C(=O)NC(C(C)O)C(=O)NCCC5=NC(=CS5)C6=NC(=CS6)C(=O)NCCC[S+](C)C)O. Cell line: SW-620. Synergy scores: CSS=17.1, Synergy_ZIP=-3.42, Synergy_Bliss=-2.48, Synergy_Loewe=-1.77, Synergy_HSA=1.44. (4) Drug 1: CC12CCC(CC1=CCC3C2CCC4(C3CC=C4C5=CN=CC=C5)C)O. Drug 2: CCC1(CC2CC(C3=C(CCN(C2)C1)C4=CC=CC=C4N3)(C5=C(C=C6C(=C5)C78CCN9C7C(C=CC9)(C(C(C8N6C=O)(C(=O)OC)O)OC(=O)C)CC)OC)C(=O)OC)O.OS(=O)(=O)O. Cell line: SNB-75. Synergy scores: CSS=7.87, Synergy_ZIP=0.854, Synergy_Bliss=8.07, Synergy_Loewe=0.252, Synergy_HSA=7.06.